Dataset: Forward reaction prediction with 1.9M reactions from USPTO patents (1976-2016). Task: Predict the product of the given reaction. (1) Given the reactants Cl[C:2]1[C:11]([CH3:12])=[C:10]([Cl:13])[C:9]2[C:4](=[CH:5][C:6]([F:15])=[CH:7][C:8]=2[F:14])[N:3]=1.[C:16]1([C:22]2[CH:27]=[CH:26][N:25]=[C:24]([Sn](CCCC)(CCCC)CCCC)[CH:23]=2)[CH:21]=[CH:20][CH:19]=[CH:18][CH:17]=1, predict the reaction product. The product is: [Cl:13][C:10]1[C:9]2[C:4](=[CH:5][C:6]([F:15])=[CH:7][C:8]=2[F:14])[N:3]=[C:2]([C:24]2[CH:23]=[C:22]([C:16]3[CH:21]=[CH:20][CH:19]=[CH:18][CH:17]=3)[CH:27]=[CH:26][N:25]=2)[C:11]=1[CH3:12]. (2) Given the reactants [O:1]1[CH2:6][CH2:5][N:4]([CH2:7][CH2:8][OH:9])[CH2:3][CH2:2]1.[H-].[Na+].Cl[C:13]1[N:18]=[C:17]([C:19]2[N:23]3[CH:24]=[C:25]([F:28])[CH:26]=[CH:27][C:22]3=[N:21][CH:20]=2)[N:16]=[C:15]([NH:29][C@@H:30]2[CH2:35][CH2:34][CH2:33][N:32]([C:36]([O:38][C:39]([CH3:42])([CH3:41])[CH3:40])=[O:37])[CH2:31]2)[CH:14]=1, predict the reaction product. The product is: [F:28][C:25]1[CH:26]=[CH:27][C:22]2[N:23]([C:19]([C:17]3[N:16]=[C:15]([NH:29][C@@H:30]4[CH2:35][CH2:34][CH2:33][N:32]([C:36]([O:38][C:39]([CH3:42])([CH3:41])[CH3:40])=[O:37])[CH2:31]4)[CH:14]=[C:13]([O:9][CH2:8][CH2:7][N:4]4[CH2:5][CH2:6][O:1][CH2:2][CH2:3]4)[N:18]=3)=[CH:20][N:21]=2)[CH:24]=1. (3) Given the reactants CS([Cl:5])(=O)=O.[C:6]1([CH:12](O)[CH2:13][CH2:14][N:15]2[CH2:20][CH2:19][CH:18]([N:21]([CH2:35][CH3:36])[C:22](=[O:34])[CH2:23][C:24]3[CH:29]=[CH:28][C:27]([S:30]([CH3:33])(=[O:32])=[O:31])=[CH:26][CH:25]=3)[CH2:17][CH2:16]2)[CH:11]=[CH:10][CH:9]=[CH:8][CH:7]=1.C(N(CC)CC)C, predict the reaction product. The product is: [C:6]1([CH:12]([Cl:5])[CH2:13][CH2:14][N:15]2[CH2:20][CH2:19][CH:18]([N:21]([CH2:35][CH3:36])[C:22](=[O:34])[CH2:23][C:24]3[CH:29]=[CH:28][C:27]([S:30]([CH3:33])(=[O:32])=[O:31])=[CH:26][CH:25]=3)[CH2:17][CH2:16]2)[CH:11]=[CH:10][CH:9]=[CH:8][CH:7]=1. (4) Given the reactants C[Sn](C)(C)[C:3]1[N:8]=[C:7]([NH:9][CH2:10][C:11]2([C:17]#[N:18])[CH2:16][CH2:15][O:14][CH2:13][CH2:12]2)[CH:6]=[CH:5][CH:4]=1.Cl[C:22]1[N:27]=[CH:26][N:25]=[C:24]([NH:28][C@H:29]2[CH2:34][CH2:33][C@H:32]([NH:35][C@H:36]([CH3:40])[CH2:37][O:38][CH3:39])[CH2:31][CH2:30]2)[CH:23]=1, predict the reaction product. The product is: [CH3:39][O:38][CH2:37][C@H:36]([NH:35][C@H:32]1[CH2:33][CH2:34][C@H:29]([NH:28][C:24]2[N:25]=[CH:26][N:27]=[C:22]([C:3]3[N:8]=[C:7]([NH:9][CH2:10][C:11]4([C:17]#[N:18])[CH2:16][CH2:15][O:14][CH2:13][CH2:12]4)[CH:6]=[CH:5][CH:4]=3)[CH:23]=2)[CH2:30][CH2:31]1)[CH3:40]. (5) Given the reactants [Br:1][C:2]1[CH:3]=[C:4]([F:10])[C:5](F)=[C:6]([OH:8])[CH:7]=1.C(=O)([O-])[O-].[K+].[K+].I[CH3:18].[NH:19]1[CH:23]=[CH:22][N:21]=[CH:20]1, predict the reaction product. The product is: [Br:1][C:2]1[CH:7]=[C:6]([O:8][CH3:18])[C:5]([N:19]2[CH:23]=[CH:22][N:21]=[CH:20]2)=[C:4]([F:10])[CH:3]=1. (6) Given the reactants [CH3:1][C:2]1[CH:3]=[C:4]([S:8]([Cl:11])(=[O:10])=[O:9])[CH:5]=[CH:6][CH:7]=1.C1C(=O)N([Br:19])C(=O)C1, predict the reaction product. The product is: [Br:19][CH2:1][C:2]1[CH:3]=[C:4]([S:8]([Cl:11])(=[O:10])=[O:9])[CH:5]=[CH:6][CH:7]=1. (7) Given the reactants N[CH:2]1[CH2:6][N:5](C(CC)C(N)=[O:9])[C:4](=[O:13])[CH2:3]1.CO[C:16]1([O:21][CH3:22])[CH2:20][CH2:19][CH2:18]O1.N1C=CC=CC=1, predict the reaction product. The product is: [NH:5]1[CH2:6][CH2:2][CH2:3][C:4]1=[O:13].[O:21]1[CH:22]=[CH:18][C:19]([OH:9])=[CH:20][CH2:16]1.